Dataset: Peptide-MHC class I binding affinity with 185,985 pairs from IEDB/IMGT. Task: Regression. Given a peptide amino acid sequence and an MHC pseudo amino acid sequence, predict their binding affinity value. This is MHC class I binding data. (1) The peptide sequence is KTLSPAHLI. The MHC is HLA-B15:01 with pseudo-sequence HLA-B15:01. The binding affinity (normalized) is 0.306. (2) The MHC is HLA-A02:01 with pseudo-sequence HLA-A02:01. The peptide sequence is NGYRWQHQI. The binding affinity (normalized) is 0.354. (3) The MHC is HLA-B58:01 with pseudo-sequence HLA-B58:01. The peptide sequence is KFYGPFVDR. The binding affinity (normalized) is 0.340. (4) The peptide sequence is KLYPNVDFY. The MHC is HLA-B15:17 with pseudo-sequence HLA-B15:17. The binding affinity (normalized) is 0.507. (5) The MHC is HLA-A69:01 with pseudo-sequence HLA-A69:01. The peptide sequence is SLTIPSFYT. The binding affinity (normalized) is 0.0847. (6) The peptide sequence is ALRANSAVK. The MHC is HLA-A26:01 with pseudo-sequence HLA-A26:01. The binding affinity (normalized) is 0.0847. (7) The peptide sequence is VVEPPRQLV. The MHC is HLA-A02:01 with pseudo-sequence HLA-A02:01. The binding affinity (normalized) is 0.213.